This data is from Full USPTO retrosynthesis dataset with 1.9M reactions from patents (1976-2016). The task is: Predict the reactants needed to synthesize the given product. (1) Given the product [OH:17][NH:16][C:14](=[O:15])[CH2:13][CH2:12][CH2:11][NH:10][C:9]([NH:22][CH2:23][CH:24]([OH:25])[C:26]1[CH:31]=[CH:30][CH:29]=[CH:28][CH:27]=1)=[O:18], predict the reactants needed to synthesize it. The reactants are: CN(C)C1C=CC(CN[C:9](=[O:18])[NH:10][CH2:11][CH2:12][CH2:13][C:14]([NH:16][OH:17])=[O:15])=CC=1.[NH2:22][CH2:23][CH:24]([C:26]1[CH:31]=[CH:30][CH:29]=[CH:28][CH:27]=1)[OH:25]. (2) Given the product [F:43][C:2]([F:1])([F:42])[C:3]1[CH:4]=[C:5]([CH:35]=[C:36]([C:38]([F:39])([F:40])[F:41])[CH:37]=1)[CH2:6][N:7]([CH2:23][C:24]1[CH:29]=[C:28]([C:30]([F:33])([F:32])[F:31])[CH:27]=[C:26]([Br:44])[C:25]=1[OH:34])[C:8]1[N:9]=[CH:10][C:11]([O:14][CH2:15][CH2:16][CH2:17][C:18]([O:20][CH2:21][CH3:22])=[O:19])=[CH:12][N:13]=1, predict the reactants needed to synthesize it. The reactants are: [F:1][C:2]([F:43])([F:42])[C:3]1[CH:4]=[C:5]([CH:35]=[C:36]([C:38]([F:41])([F:40])[F:39])[CH:37]=1)[CH2:6][N:7]([CH2:23][C:24]1[CH:29]=[C:28]([C:30]([F:33])([F:32])[F:31])[CH:27]=[CH:26][C:25]=1[OH:34])[C:8]1[N:13]=[CH:12][C:11]([O:14][CH2:15][CH2:16][CH2:17][C:18]([O:20][CH2:21][CH3:22])=[O:19])=[CH:10][N:9]=1.[Br:44]N1C(=O)CCC1=O. (3) Given the product [Br:1][C:2]1[N:6]2[CH:7]=[C:8]([CH:15]3[CH2:16][CH2:17]3)[CH:9]=[C:10]([C:11]([F:14])([F:12])[F:13])[C:5]2=[N:4][C:3]=1[C:18]([N:22]1[CH2:23][CH2:24][CH:25]([N:28]2[CH2:32][CH2:31][O:30][C:29]2=[O:33])[CH2:26][CH2:27]1)=[O:20], predict the reactants needed to synthesize it. The reactants are: [Br:1][C:2]1[N:6]2[CH:7]=[C:8]([CH:15]3[CH2:17][CH2:16]3)[CH:9]=[C:10]([C:11]([F:14])([F:13])[F:12])[C:5]2=[N:4][C:3]=1[C:18]([OH:20])=O.Cl.[NH:22]1[CH2:27][CH2:26][CH:25]([N:28]2[CH2:32][CH2:31][O:30][C:29]2=[O:33])[CH2:24][CH2:23]1.CN(C(ON1N=NC2C=CC=NC1=2)=[N+](C)C)C.F[P-](F)(F)(F)(F)F.CCN(C(C)C)C(C)C. (4) Given the product [CH2:1]([O:8][C:9]1[CH:14]=[CH:13][N:12]=[C:11]([O:15][CH2:16][CH3:17])[CH:10]=1)[C:2]1[CH:3]=[CH:4][CH:5]=[CH:6][CH:7]=1, predict the reactants needed to synthesize it. The reactants are: [CH2:1]([O:8][C:9]1[CH:14]=[CH:13][N:12]=[C:11]([OH:15])[CH:10]=1)[C:2]1[CH:7]=[CH:6][CH:5]=[CH:4][CH:3]=1.[CH2:16](I)[CH3:17]. (5) Given the product [NH3:6].[ClH:1].[ClH:1].[NH2:27][C:19]1[S:20][CH2:21][CH:22]2[CH2:23][O:24][CH2:25][CH2:26][C@:17]2([C:13]2[CH:12]=[C:11]([NH:10][C:8](=[O:9])[C:5]3[CH:4]=[CH:3][C:2]([Cl:1])=[CH:7][N:6]=3)[CH:16]=[CH:15][CH:14]=2)[N:18]=1, predict the reactants needed to synthesize it. The reactants are: [Cl:1][C:2]1[CH:3]=[CH:4][C:5]([C:8]([NH:10][C:11]2[CH:12]=[C:13]([C@:17]34[CH2:26][CH2:25][O:24][CH2:23][CH:22]3[CH2:21][S:20][C:19]([NH:27]C(=O)OC(C)(C)C)=[N:18]4)[CH:14]=[CH:15][CH:16]=2)=[O:9])=[N:6][CH:7]=1.C(O)(C(F)(F)F)=O. (6) The reactants are: [NH2:1][C:2]1[CH:10]=[CH:9][CH:8]=[C:7]2[C:3]=1[CH2:4][N:5]([CH:12]1[CH2:17][CH:16]([OH:18])[C:15](=[O:19])[NH:14][C:13]1=[O:20])[C:6]2=[O:11].[O:21]1[CH:25]=[CH:24][CH:23]=[C:22]1[CH:26]=O.[BH4-].[Na+]. Given the product [O:21]1[CH:25]=[CH:24][CH:23]=[C:22]1[CH2:26][NH:1][C:2]1[CH:10]=[CH:9][CH:8]=[C:7]2[C:3]=1[CH2:4][N:5]([CH:12]1[CH2:17][CH:16]([OH:18])[C:15](=[O:19])[NH:14][C:13]1=[O:20])[C:6]2=[O:11], predict the reactants needed to synthesize it. (7) Given the product [C:9]([O:13][C:14](=[O:28])[NH:15][C@@H:16]1[C@@H:20]([N:21]2[CH2:26][CH2:25][CH2:24][CH2:23][C:22]2=[O:27])[CH2:19][N:18]([C:5]2[N:4]=[CH:3][C:2]([Br:1])=[CH:7][N:6]=2)[CH2:17]1)([CH3:12])([CH3:10])[CH3:11], predict the reactants needed to synthesize it. The reactants are: [Br:1][C:2]1[CH:3]=[N:4][C:5](Cl)=[N:6][CH:7]=1.[C:9]([O:13][C:14](=[O:28])[NH:15][C@@H:16]1[C@@H:20]([N:21]2[CH2:26][CH2:25][CH2:24][CH2:23][C:22]2=[O:27])[CH2:19][NH:18][CH2:17]1)([CH3:12])([CH3:11])[CH3:10]. (8) Given the product [F:31][C:28]([F:29])([F:30])[C:24]1[CH:23]=[C:22]([N:19]2[CH2:20][CH2:21][N:16]([C:13]3[N:12]=[C:11]([C:8]4[N:9]=[N:10][N:6]([CH2:5][C:4]([OH:32])=[O:3])[N:7]=4)[O:15][N:14]=3)[CH2:17][CH2:18]2)[CH:27]=[CH:26][CH:25]=1, predict the reactants needed to synthesize it. The reactants are: C([O:3][C:4](=[O:32])[CH2:5][N:6]1[N:10]=[N:9][C:8]([C:11]2[O:15][N:14]=[C:13]([N:16]3[CH2:21][CH2:20][N:19]([C:22]4[CH:27]=[CH:26][CH:25]=[C:24]([C:28]([F:31])([F:30])[F:29])[CH:23]=4)[CH2:18][CH2:17]3)[N:12]=2)=[N:7]1)C.[OH-].[Na+]. (9) Given the product [S:9]1[CH:13]=[CH:12][C:11]([C:14]([N:16]=[C:17]=[S:18])=[O:15])=[CH:10]1.[CH3:19][O:20][C:21]1[CH:22]=[C:23]2[C:28](=[CH:29][C:30]=1[O:31][CH3:32])[N:27]=[CH:26][CH:25]=[C:24]2[O:33][C:34]1[CH:40]=[CH:39][C:37]([NH:38][C:17]([NH:16][C:14]([C:11]2[CH:12]=[CH:13][S:9][CH:10]=2)=[O:15])=[S:18])=[C:36]([F:41])[CH:35]=1, predict the reactants needed to synthesize it. The reactants are: S1C=CC(C(Cl)=O)=C1.[S:9]1[CH:13]=[CH:12][C:11]([C:14]([N:16]=[C:17]=[S:18])=[O:15])=[CH:10]1.[CH3:19][O:20][C:21]1[CH:22]=[C:23]2[C:28](=[CH:29][C:30]=1[O:31][CH3:32])[N:27]=[CH:26][CH:25]=[C:24]2[O:33][C:34]1[CH:40]=[CH:39][C:37]([NH2:38])=[C:36]([F:41])[CH:35]=1.C1(C)C=CC=CC=1. (10) Given the product [Br:14][C:15]1[CH:27]=[CH:26][C:25]2[C:24]3[C:19](=[CH:20][C:21]([C:2]4[CH:3]=[CH:4][C:5]5[C:10](=[CH:9][CH:8]=[CH:7][CH:6]=5)[CH:1]=4)=[CH:22][CH:23]=3)[C:18]([CH3:30])([CH3:29])[C:17]=2[CH:16]=1, predict the reactants needed to synthesize it. The reactants are: [CH:1]1[C:10]2[C:5](=[CH:6][CH:7]=[CH:8][CH:9]=2)[CH:4]=[CH:3][C:2]=1B(O)O.[Br:14][C:15]1[CH:27]=[CH:26][C:25]2[C:24]3[C:19](=[CH:20][C:21](I)=[CH:22][CH:23]=3)[C:18]([CH3:30])([CH3:29])[C:17]=2[CH:16]=1.C1(C)C=CC=CC=1.C(=O)([O-])[O-].[Na+].[Na+].